Task: Predict which catalyst facilitates the given reaction.. Dataset: Catalyst prediction with 721,799 reactions and 888 catalyst types from USPTO (1) The catalyst class is: 5. Product: [CH3:16][O:15][C:5]1[CH:6]=[CH:7][C:8]([O:10][CH2:11][CH2:12][O:13][CH3:14])=[CH:9][C:4]=1[C:3]([OH:17])=[O:2]. Reactant: C[O:2][C:3](=[O:17])[C:4]1[CH:9]=[C:8]([O:10][CH2:11][CH2:12][O:13][CH3:14])[CH:7]=[CH:6][C:5]=1[O:15][CH3:16].[OH-].[Na+].Cl. (2) Product: [F:20][C:21]1[CH:22]=[C:23]([NH:24][C:2]2[CH:7]=[C:6]([C:8]3[CH:13]=[CH:12][N:11]=[C:10]([NH:14][CH:15]([CH3:19])[CH2:16][S:17][CH3:18])[N:9]=3)[CH:5]=[CH:4][N:3]=2)[CH:25]=[CH:26][CH:27]=1. Reactant: Cl[C:2]1[CH:7]=[C:6]([C:8]2[CH:13]=[CH:12][N:11]=[C:10]([NH:14][CH:15]([CH3:19])[CH2:16][S:17][CH3:18])[N:9]=2)[CH:5]=[CH:4][N:3]=1.[F:20][C:21]1[CH:22]=[C:23]([CH:25]=[CH:26][CH:27]=1)[NH2:24].C1(P(C2C=CC=CC=2)C2C=CC3C(=CC=CC=3)C=2C2C3C(=CC=CC=3)C=CC=2P(C2C=CC=CC=2)C2C=CC=CC=2)C=CC=CC=1.C(=O)([O-])[O-].[Cs+].[Cs+]. The catalyst class is: 164. (3) Reactant: [F:1][C:2]1[CH:7]=[CH:6][C:5]([N:8]2[C:12]([C:13]3[C:23]([N+:24]([O-])=O)=[CH:22][C:16]4[O:17][CH2:18][C:19](=[O:21])[NH:20][C:15]=4[CH:14]=3)=[CH:11][C:10]([C:27]([F:30])([F:29])[F:28])=[N:9]2)=[CH:4][CH:3]=1. Product: [NH2:24][C:23]1[C:13]([C:12]2[N:8]([C:5]3[CH:4]=[CH:3][C:2]([F:1])=[CH:7][CH:6]=3)[N:9]=[C:10]([C:27]([F:30])([F:29])[F:28])[CH:11]=2)=[CH:14][C:15]2[NH:20][C:19](=[O:21])[CH2:18][O:17][C:16]=2[CH:22]=1. The catalyst class is: 183. (4) Reactant: [N:1]1(/[C:10](/[C:17]2[CH:22]=[CH:21][C:20]([CH2:23][CH3:24])=[CH:19][CH:18]=2)=[CH:11]\[C:12]([O:14]CC)=[O:13])[C:5]2[CH:6]=[CH:7][CH:8]=[CH:9][C:4]=2[N:3]=[CH:2]1. Product: [N:1]1(/[C:10](/[C:17]2[CH:22]=[CH:21][C:20]([CH2:23][CH3:24])=[CH:19][CH:18]=2)=[CH:11]\[C:12]([OH:14])=[O:13])[C:5]2[CH:6]=[CH:7][CH:8]=[CH:9][C:4]=2[N:3]=[CH:2]1. The catalyst class is: 33. (5) The catalyst class is: 5. Reactant: [CH3:1][O:2][C:3](=[O:33])/[CH:4]=[CH:5]/[C:6]1[CH:11]=[CH:10][C:9]([C:12]([C:17]2[CH:22]=[CH:21][C:20]([CH2:23][CH2:24][C:25](=[O:30])[C:26]([CH3:29])([CH3:28])[CH3:27])=[C:19]([CH3:31])[CH:18]=2)([CH2:15][CH3:16])[CH2:13][CH3:14])=[CH:8][C:7]=1[CH3:32].[BH4-].[Na+].O. Product: [CH3:1][O:2][C:3](=[O:33])/[CH:4]=[CH:5]/[C:6]1[CH:11]=[CH:10][C:9]([C:12]([CH2:15][CH3:16])([C:17]2[CH:22]=[CH:21][C:20]([CH2:23][CH2:24][CH:25]([OH:30])[C:26]([CH3:28])([CH3:29])[CH3:27])=[C:19]([CH3:31])[CH:18]=2)[CH2:13][CH3:14])=[CH:8][C:7]=1[CH3:32]. (6) Reactant: [Cl:1][C:2]1[N:7]=[C:6]([CH2:8][OH:9])[CH:5]=[N:4][C:3]=1[C:10]1[CH:15]=[C:14]([O:16][CH3:17])[CH:13]=[CH:12][C:11]=1[F:18].N1C=CN=C1.[CH3:24][C:25]([Si:28](Cl)([CH3:30])[CH3:29])([CH3:27])[CH3:26]. Product: [Si:28]([O:9][CH2:8][C:6]1[N:7]=[C:2]([Cl:1])[C:3]([C:10]2[CH:15]=[C:14]([O:16][CH3:17])[CH:13]=[CH:12][C:11]=2[F:18])=[N:4][CH:5]=1)([C:25]([CH3:27])([CH3:26])[CH3:24])([CH3:30])[CH3:29]. The catalyst class is: 4. (7) Product: [Br:34][CH2:35][CH2:36][CH2:37][O:38][C:43]1[CH:44]=[CH:45][C:40]([Cl:39])=[CH:41][C:42]=1[C:47]1[O:51][N:50]=[CH:49][CH:48]=1. The catalyst class is: 1. Reactant: C1(P(C2C=CC=CC=2)C2C=CC=CC=2)C=CC=CC=1.CC(OC(/N=N/C(OC(C)C)=O)=O)C.[Br:34][CH2:35][CH2:36][CH2:37][OH:38].[Cl:39][C:40]1[CH:45]=[CH:44][C:43](O)=[C:42]([C:47]2[O:51][N:50]=[CH:49][CH:48]=2)[CH:41]=1.